From a dataset of Forward reaction prediction with 1.9M reactions from USPTO patents (1976-2016). Predict the product of the given reaction. (1) Given the reactants C(N(CC)CC)C.[CH2:8]([CH:10]([CH2:14][CH3:15])[C:11](Cl)=[O:12])[CH3:9].[CH2:16]([O:23][C:24]1[C:25]([CH3:33])=[C:26]([CH3:32])[C:27]([NH2:31])=[N:28][C:29]=1[CH3:30])[C:17]1[CH:22]=[CH:21][CH:20]=[CH:19][CH:18]=1, predict the reaction product. The product is: [CH2:16]([O:23][C:24]1[C:25]([CH3:33])=[C:26]([CH3:32])[C:27]([NH:31][C:11](=[O:12])[CH:10]([CH2:14][CH3:15])[CH2:8][CH3:9])=[N:28][C:29]=1[CH3:30])[C:17]1[CH:18]=[CH:19][CH:20]=[CH:21][CH:22]=1. (2) The product is: [C:1]([O:5][C:6]([N:8]1[CH2:13][CH2:12][CH2:11][CH2:10][CH:9]1[CH2:14][C:15]1[O:17][C:25]([C:21]2[CH:22]=[CH:23][CH:24]=[C:19]([F:18])[CH:20]=2)=[N:26][N:27]=1)=[O:7])([CH3:2])([CH3:3])[CH3:4]. Given the reactants [C:1]([O:5][C:6]([N:8]1[CH2:13][CH2:12][CH2:11][CH2:10][CH:9]1[CH2:14][C:15]([OH:17])=O)=[O:7])([CH3:4])([CH3:3])[CH3:2].[F:18][C:19]1[CH:20]=[C:21]([C:25]2NN=[N:27][N:26]=2)[CH:22]=[CH:23][CH:24]=1.C1(N=C=NC2CCCCC2)CCCCC1, predict the reaction product. (3) Given the reactants CC(C)([O-])C.[Na+].Cl[C:8]1[CH:21]=[CH:20][C:19]([F:22])=[CH:18][C:9]=1[NH:10][C:11]1[CH:16]=[CH:15][C:14]([F:17])=[CH:13][CH:12]=1.F[B-](F)(F)F.C([PH+](C(C)(C)C)C(C)(C)C)(C)(C)C.Cl, predict the reaction product. The product is: [F:22][C:19]1[CH:20]=[CH:21][C:8]2[C:16]3[C:11](=[CH:12][CH:13]=[C:14]([F:17])[CH:15]=3)[NH:10][C:9]=2[CH:18]=1. (4) Given the reactants [CH2:1]([S:3][C:4]1[CH:9]=[CH:8][CH:7]=[CH:6][C:5]=1[C:10]1[NH:11][C:12](=O)[C:13]2[CH:19]=[C:18]([C:20]([F:23])([F:22])[F:21])[CH:17]=[N:16][C:14]=2[N:15]=1)[CH3:2].P(Cl)(Cl)([Cl:27])=O.C(N(CC)C(C)C)(C)C.C(=O)(O)[O-].[Na+], predict the reaction product. The product is: [Cl:27][C:12]1[C:13]2[CH:19]=[C:18]([C:20]([F:23])([F:22])[F:21])[CH:17]=[N:16][C:14]=2[N:15]=[C:10]([C:5]2[CH:6]=[CH:7][CH:8]=[CH:9][C:4]=2[S:3][CH2:1][CH3:2])[N:11]=1.